This data is from Forward reaction prediction with 1.9M reactions from USPTO patents (1976-2016). The task is: Predict the product of the given reaction. (1) Given the reactants Cl.[CH3:2][O:3][C:4]1[CH:5]=[C:6]([C:13]2[CH2:14][CH2:15][NH:16][CH2:17][CH:18]=2)[CH:7]=[CH:8][C:9]=1[N+:10]([O-:12])=[O:11].C(O)(=O)C.[F:23][C:24]([F:29])([F:28])[CH2:25][CH:26]=O.C(O[BH-](OC(=O)C)OC(=O)C)(=O)C.[Na+], predict the reaction product. The product is: [CH3:2][O:3][C:4]1[CH:5]=[C:6]([C:13]2[CH2:18][CH2:17][N:16]([CH2:26][CH2:25][C:24]([F:29])([F:28])[F:23])[CH2:15][CH:14]=2)[CH:7]=[CH:8][C:9]=1[N+:10]([O-:12])=[O:11]. (2) Given the reactants [CH:1](NC(C)C)(C)C.C([Li])CCC.CCCCCC.[N:19]1([C:30]([O:32][C:33]([CH3:36])([CH3:35])[CH3:34])=[O:31])[CH2:24][CH2:23][CH2:22][CH:21]([C:25]([O:27][CH2:28][CH3:29])=[O:26])[CH2:20]1.CI.[Cl-].[NH4+], predict the reaction product. The product is: [CH3:1][C:21]1([C:25]([O:27][CH2:28][CH3:29])=[O:26])[CH2:22][CH2:23][CH2:24][N:19]([C:30]([O:32][C:33]([CH3:35])([CH3:34])[CH3:36])=[O:31])[CH2:20]1. (3) Given the reactants [Cl:1][C:2]1[C:3]([NH:10][CH2:11][C:12]2[CH:13]=[CH:14][C:15]([O:19][CH3:20])=[C:16]([OH:18])[CH:17]=2)=[N:4][C:5]([CH3:9])=[N:6][C:7]=1[CH3:8].Cl[C:22]1[CH:23]=[CH:24][C:25]2[N:26]([C:28]([N+:31]([O-:33])=[O:32])=[CH:29][N:30]=2)[N:27]=1.C(=O)([O-])[O-].[K+].[K+], predict the reaction product. The product is: [Cl:1][C:2]1[C:3]([NH:10][CH2:11][C:12]2[CH:13]=[CH:14][C:15]([O:19][CH3:20])=[C:16]([O:18][C:22]3[CH:23]=[CH:24][C:25]4[N:26]([C:28]([N+:31]([O-:33])=[O:32])=[CH:29][N:30]=4)[N:27]=3)[CH:17]=2)=[N:4][C:5]([CH3:9])=[N:6][C:7]=1[CH3:8].